Dataset: NCI-60 drug combinations with 297,098 pairs across 59 cell lines. Task: Regression. Given two drug SMILES strings and cell line genomic features, predict the synergy score measuring deviation from expected non-interaction effect. Drug 1: COC1=NC(=NC2=C1N=CN2C3C(C(C(O3)CO)O)O)N. Drug 2: C1=CC=C(C(=C1)C(C2=CC=C(C=C2)Cl)C(Cl)Cl)Cl. Cell line: UACC-257. Synergy scores: CSS=11.5, Synergy_ZIP=-3.48, Synergy_Bliss=-0.939, Synergy_Loewe=-12.8, Synergy_HSA=-0.647.